This data is from Full USPTO retrosynthesis dataset with 1.9M reactions from patents (1976-2016). The task is: Predict the reactants needed to synthesize the given product. (1) Given the product [C:16]([C:15]1[CH:18]=[CH:19][C:12]([CH2:11][O:10][C:5]2[C:4]([CH3:20])=[C:3]([CH2:1][NH:21][C:22]3[CH:29]=[CH:28][C:25]([C:26]#[N:27])=[CH:24][CH:23]=3)[CH:8]=[N:7][C:6]=2[CH3:9])=[CH:13][CH:14]=1)#[N:17], predict the reactants needed to synthesize it. The reactants are: [CH:1]([C:3]1[C:4]([CH3:20])=[C:5]([O:10][CH2:11][C:12]2[CH:19]=[CH:18][C:15]([C:16]#[N:17])=[CH:14][CH:13]=2)[C:6]([CH3:9])=[N:7][CH:8]=1)=O.[NH2:21][C:22]1[CH:29]=[CH:28][C:25]([C:26]#[N:27])=[CH:24][CH:23]=1. (2) Given the product [CH2:1]([O:8][C:9]1[CH:14]=[CH:13][C:12]([N:15]2[C:23]3[C:18](=[CH:19][CH:20]=[CH:21][CH:22]=3)[C:17]([CH:24]=[N:29][OH:30])=[C:16]2[CH3:26])=[CH:11][C:10]=1[F:27])[C:2]1[CH:7]=[CH:6][CH:5]=[CH:4][CH:3]=1, predict the reactants needed to synthesize it. The reactants are: [CH2:1]([O:8][C:9]1[CH:14]=[CH:13][C:12]([N:15]2[C:23]3[C:18](=[CH:19][CH:20]=[CH:21][CH:22]=3)[C:17]([CH:24]=O)=[C:16]2[CH3:26])=[CH:11][C:10]=1[F:27])[C:2]1[CH:7]=[CH:6][CH:5]=[CH:4][CH:3]=1.Cl.[NH2:29][OH:30].CO. (3) Given the product [CH3:33][O:32][C:24]1[CH:25]=[C:26]([CH:30]=[CH:31][C:23]=1[NH:22][C:2]1[N:3]=[CH:4][C:5]2[N:11]([CH3:12])[C:10](=[O:13])[CH2:9][CH2:8][N:7]([CH:14]3[CH2:18][CH2:17][CH2:16][C:15]3([CH3:20])[CH3:19])[C:6]=2[N:21]=1)[C:27]([OH:29])=[O:28], predict the reactants needed to synthesize it. The reactants are: Cl[C:2]1[N:3]=[CH:4][C:5]2[N:11]([CH3:12])[C:10](=[O:13])[CH2:9][CH2:8][N:7]([CH:14]3[CH2:18][CH2:17][CH2:16][C:15]3([CH3:20])[CH3:19])[C:6]=2[N:21]=1.[NH2:22][C:23]1[CH:31]=[CH:30][C:26]([C:27]([OH:29])=[O:28])=[CH:25][C:24]=1[O:32][CH3:33].C(O)C. (4) The reactants are: [O:1]=[C:2]1[NH:7][N:6]=[CH:5][C:4]([O:8][C:9]2[CH:17]=[CH:16][CH:15]=[CH:14][C:10]=2[C:11]([NH2:13])=O)=[CH:3]1.C(N(CC)CC)C.FC(F)(F)C(OC(=O)C(F)(F)F)=O. Given the product [O:1]=[C:2]1[NH:7][N:6]=[CH:5][C:4]([O:8][C:9]2[CH:17]=[CH:16][CH:15]=[CH:14][C:10]=2[C:11]#[N:13])=[CH:3]1, predict the reactants needed to synthesize it.